This data is from Reaction yield outcomes from USPTO patents with 853,638 reactions. The task is: Predict the reaction yield, written as a fraction of the theoretical maximum amount of product (1.0 means a 100% yield; for example, 0.34 means a 34% yield). (1) The reactants are [Si:1]([O:8][CH2:9][CH2:10][C:11]1[CH:16]=[CH:15][C:14]([Cl:17])=[CH:13][C:12]=1[CH:18]([C:20]1[CH:24]=[C:23]([CH2:25][O:26][Si:27]([CH:34]([CH3:36])[CH3:35])([CH:31]([CH3:33])[CH3:32])[CH:28]([CH3:30])[CH3:29])[S:22][CH:21]=1)[OH:19])([C:4]([CH3:7])([CH3:6])[CH3:5])([CH3:3])[CH3:2]. The catalyst is C(Cl)Cl.O=[Mn]=O. The product is [Si:1]([O:8][CH2:9][CH2:10][C:11]1[CH:16]=[CH:15][C:14]([Cl:17])=[CH:13][C:12]=1[C:18]([C:20]1[CH:24]=[C:23]([CH2:25][O:26][Si:27]([CH:28]([CH3:30])[CH3:29])([CH:34]([CH3:36])[CH3:35])[CH:31]([CH3:32])[CH3:33])[S:22][CH:21]=1)=[O:19])([C:4]([CH3:6])([CH3:5])[CH3:7])([CH3:3])[CH3:2]. The yield is 0.760. (2) The reactants are [F:1][CH:2]([F:25])[O:3][C:4]1[CH:24]=[CH:23][C:7]2[NH:8][C:9]([S:11][CH2:12][C:13]3[C:18]([O:19][CH3:20])=[C:17]([O:21][CH3:22])[CH:16]=[CH:15][N:14]=3)=[N:10][C:6]=2[CH:5]=1.[OH-:26].[Na+].[O-]Cl.[Na+].Cl. The catalyst is S(S([O-])=O)([O-])(=O)=O.[Na+].[Na+].O.C(#N)C. The product is [CH3:22][O:21][C:17]1[CH:16]=[CH:15][N:14]=[C:13]([CH2:12][S+:11]([O-:26])[C:9]2[NH:8][C:7]3[CH:23]=[CH:24][C:4]([O:3][CH:2]([F:1])[F:25])=[CH:5][C:6]=3[N:10]=2)[C:18]=1[O:19][CH3:20]. The yield is 0.660. (3) The reactants are [Si]([O:8][C:9]1[CH:14]=[CH:13][C:12]([NH:15][C:16]([NH:18][C:19]2[S:20][CH:21]=[C:22]([C:24]([F:27])([F:26])[F:25])[N:23]=2)=[S:17])=[C:11]([CH3:28])[CH:10]=1)(C(C)(C)C)(C)C.[F-].C([N+](CCCC)(CCCC)CCCC)CCC. The catalyst is C1COCC1.O. The product is [OH:8][C:9]1[CH:14]=[CH:13][C:12]([NH:15][C:16]([NH:18][C:19]2[S:20][CH:21]=[C:22]([C:24]([F:27])([F:26])[F:25])[N:23]=2)=[S:17])=[C:11]([CH3:28])[CH:10]=1. The yield is 0.240. (4) The reactants are Br[C:2]1[CH:7]=[C:6]([Cl:8])[C:5]([O:9][CH3:10])=[CH:4][C:3]=1[Cl:11].C(=O)([O-])[O-].[Cs+].[Cs+].C1(P(C2CCCCC2)C2C=CC=CC=2C2C(C(C)C)=CC(C(C)C)=CC=2C(C)C)CCCCC1.[C:52]([O:60][CH2:61][CH3:62])(=[O:59])[CH2:53][C:54]([O:56][CH2:57][CH3:58])=[O:55]. The catalyst is C1(C)C=CC=CC=1.C(O[Pd]OC(=O)C)(=O)C. The product is [Cl:11][C:3]1[CH:4]=[C:5]([O:9][CH3:10])[C:6]([Cl:8])=[CH:7][C:2]=1[CH:53]([C:54]([O:56][CH2:57][CH3:58])=[O:55])[C:52]([O:60][CH2:61][CH3:62])=[O:59]. The yield is 0.376. (5) The reactants are [Br:1][CH2:2][C:3]([NH2:5])=[O:4].C(Cl)(=O)[C:7](Cl)=[O:8].[C:12]([OH:16])([CH3:15])([CH3:14])[CH3:13].CCCCCCC. The catalyst is C(Cl)CCl.ClCCl. The product is [C:12]([O:16][C:7](=[O:8])[NH:5][C:3](=[O:4])[CH2:2][Br:1])([CH3:15])([CH3:14])[CH3:13]. The yield is 0.860. (6) The reactants are Br[CH:2]([CH2:8][CH2:9][CH2:10][CH3:11])[C:3]([O:5][CH2:6][CH3:7])=[O:4].C(NCCCCCCCC)CCCCCCC.C(=O)([O-])[O-].[K+].[K+].[S:35]([O:40]C)([O:38][CH3:39])(=[O:37])=[O:36].C(OC(=O)CCCC[CH2:50][N:51]([CH2:60][CH2:61][CH2:62][CH2:63][CH2:64][CH2:65][CH2:66][CH3:67])[CH2:52][CH2:53][CH2:54][CH2:55][CH2:56][CH2:57][CH2:58][CH3:59])C. The catalyst is C(O)C. The product is [CH3:39][O:38][S:35]([O-:40])(=[O:37])=[O:36].[CH2:6]([O:5][C:3](=[O:4])[CH2:2][CH2:8][CH2:9][CH2:10][CH2:11][N+:51]([CH3:50])([CH2:60][CH2:61][CH2:62][CH2:63][CH2:64][CH2:65][CH2:66][CH3:67])[CH2:52][CH2:53][CH2:54][CH2:55][CH2:56][CH2:57][CH2:58][CH3:59])[CH3:7]. The yield is 0.910. (7) The catalyst is O1CCOCC1. The yield is 0.300. The reactants are [CH:1]1([CH2:7][CH2:8][CH2:9][C:10]2([CH3:27])[C:19]3[C:14](=[CH:15][CH:16]=[CH:17][CH:18]=3)[C:13]([OH:20])=[C:12](C(OCC)=O)[C:11]2=[O:26])[CH2:6][CH2:5][CH2:4][CH2:3][CH2:2]1.Cl. The product is [CH:1]1([CH2:7][CH2:8][CH2:9][C:10]2([CH3:27])[C:19]3[C:14](=[CH:15][CH:16]=[CH:17][CH:18]=3)[C:13]([OH:20])=[CH:12][C:11]2=[O:26])[CH2:6][CH2:5][CH2:4][CH2:3][CH2:2]1.